Dataset: CYP1A2 inhibition data for predicting drug metabolism from PubChem BioAssay. Task: Regression/Classification. Given a drug SMILES string, predict its absorption, distribution, metabolism, or excretion properties. Task type varies by dataset: regression for continuous measurements (e.g., permeability, clearance, half-life) or binary classification for categorical outcomes (e.g., BBB penetration, CYP inhibition). Dataset: cyp1a2_veith. (1) The molecule is CCOC(=O)C1=C(C)N=C2SC(C(=O)OC)=CC(=O)N2C1c1cccc(OC)c1. The result is 0 (non-inhibitor). (2) The compound is CCOC(=O)N1CCC(NC(=O)CSCc2cnn(-c3ccccc3)c2-n2cccc2)CC1. The result is 0 (non-inhibitor).